The task is: Predict which catalyst facilitates the given reaction.. This data is from Catalyst prediction with 721,799 reactions and 888 catalyst types from USPTO. (1) Reactant: Cl.[OH:2][CH:3]1[CH2:8][CH2:7][CH2:6][NH:5][CH2:4]1.[OH-].[Na+].[C:11](=O)([O:17]C(C)(C)C)[O:12][C:13]([CH3:16])([CH3:15])[CH3:14]. Product: [C:13]([O:12][C:11]([N:5]1[CH2:6][CH2:7][CH2:8][CH:3]([OH:2])[CH2:4]1)=[O:17])([CH3:16])([CH3:15])[CH3:14]. The catalyst class is: 708. (2) Reactant: [NH2:1][C:2]1[N:19]=[CH:18][CH:17]=[CH:16][C:3]=1[C:4]([NH:6][CH2:7][C:8]1[CH:13]=[CH:12][C:11]([F:14])=[C:10]([F:15])[CH:9]=1)=[O:5].ClCCCl.[Br:24][C:25]1[CH:26]=[C:27]([CH:30]=[CH:31][CH:32]=1)[CH:28]=O.C(O[BH-](OC(=O)C)OC(=O)C)(=O)C.[Na+]. Product: [Br:24][C:25]1[CH:26]=[C:27]([CH:30]=[CH:31][CH:32]=1)[CH2:28][NH:1][C:2]1[N:19]=[CH:18][CH:17]=[CH:16][C:3]=1[C:4]([NH:6][CH2:7][C:8]1[CH:13]=[CH:12][C:11]([F:14])=[C:10]([F:15])[CH:9]=1)=[O:5]. The catalyst class is: 15. (3) Reactant: C(OC([N:11]1[C:15]([CH3:16])=[C:14]([CH2:17][C:18]2[CH:23]=[CH:22][C:21]([O:24][CH:25]([CH3:27])[CH3:26])=[CH:20][CH:19]=2)[C:13]([O:28][C@@H:29]2[O:37][C@H:36]([CH2:38][O:39][C:40]([O:42][CH2:43][CH3:44])=[O:41])[C@@H:34]([OH:35])[C@H:32]([OH:33])[C@H:30]2[OH:31])=[N:12]1)=O)C1C=CC=CC=1. Product: [CH2:43]([O:42][C:40]([O:39][CH2:38][C@H:36]1[O:37][C@@H:29]([O:28][C:13]2[C:14]([CH2:17][C:18]3[CH:23]=[CH:22][C:21]([O:24][CH:25]([CH3:26])[CH3:27])=[CH:20][CH:19]=3)=[C:15]([CH3:16])[NH:11][N:12]=2)[C@H:30]([OH:31])[C@@H:32]([OH:33])[C@@H:34]1[OH:35])=[O:41])[CH3:44]. The catalyst class is: 457. (4) Reactant: [C:1]([O:5][C:6]([N:8]1[CH2:13][CH2:12][CH:11]([CH2:14][O:15][C:16]2[CH:25]=[C:24]3[C:19]([C:20]([O:26][C:27]4[CH:32]=[CH:31][C:30]([NH2:33])=[CH:29][CH:28]=4)=[CH:21][CH:22]=[N:23]3)=[CH:18][C:17]=2[C:34]#[N:35])[CH2:10][CH2:9]1)=[O:7])([CH3:4])([CH3:3])[CH3:2].C1([O:42][C:43](=O)[NH:44][C:45]2[S:46][CH:47]=[CH:48][N:49]=2)C=CC=CC=1. Product: [C:1]([O:5][C:6]([N:8]1[CH2:13][CH2:12][CH:11]([CH2:14][O:15][C:16]2[CH:25]=[C:24]3[C:19]([C:20]([O:26][C:27]4[CH:32]=[CH:31][C:30]([NH:33][C:43]([NH:44][C:45]5[S:46][CH:47]=[CH:48][N:49]=5)=[O:42])=[CH:29][CH:28]=4)=[CH:21][CH:22]=[N:23]3)=[CH:18][C:17]=2[C:34]#[N:35])[CH2:10][CH2:9]1)=[O:7])([CH3:4])([CH3:2])[CH3:3]. The catalyst class is: 16.